Dataset: Full USPTO retrosynthesis dataset with 1.9M reactions from patents (1976-2016). Task: Predict the reactants needed to synthesize the given product. (1) Given the product [O:1]1[C:5]2[CH:6]=[CH:7][CH:8]=[C:9]([C:10]3([N:23]4[CH2:32][C@H:31]([OH:33])[CH2:30][C@H:24]4[C:25]([N:27]([CH3:29])[CH3:28])=[O:26])[C:18]4[C:13](=[CH:14][CH:15]=[C:16]([N+:19]([O-:21])=[O:20])[CH:17]=4)[N:12]([S:42]([C:39]4[CH:40]=[CH:41][C:36]([O:35][CH3:34])=[CH:37][C:38]=4[O:46][C:47]([F:48])([F:49])[F:50])(=[O:44])=[O:43])[C:11]3=[O:22])[C:4]=2[O:3][CH2:2]1, predict the reactants needed to synthesize it. The reactants are: [O:1]1[C:5]2[CH:6]=[CH:7][CH:8]=[C:9]([C:10]3([N:23]4[CH2:32][C@H:31]([OH:33])[CH2:30][C@H:24]4[C:25]([N:27]([CH3:29])[CH3:28])=[O:26])[C:18]4[C:13](=[CH:14][CH:15]=[C:16]([N+:19]([O-:21])=[O:20])[CH:17]=4)[NH:12][C:11]3=[O:22])[C:4]=2[O:3][CH2:2]1.[CH3:34][O:35][C:36]1[CH:41]=[CH:40][C:39]([S:42](Cl)(=[O:44])=[O:43])=[C:38]([O:46][C:47]([F:50])([F:49])[F:48])[CH:37]=1. (2) Given the product [Cl:40][C:37]1[CH:38]=[CH:39][C:22]2[N:21]([CH2:41][C:42]([CH3:45])([CH3:46])[CH2:43][OH:44])[C:20](=[O:47])[C@@H:19]([CH2:18][C:17]([NH:16][CH2:15][C:11]3[CH:10]=[C:9]([CH2:8][CH2:7][C:6]([OH:49])=[O:5])[CH:14]=[CH:13][CH:12]=3)=[O:48])[O:25][C@H:24]([C:26]3[CH:31]=[CH:30][CH:29]=[C:28]([O:32][CH3:33])[C:27]=3[O:34][CH3:35])[C:23]=2[CH:36]=1, predict the reactants needed to synthesize it. The reactants are: [OH-].[Na+].C([O:5][C:6](=[O:49])[CH2:7][CH2:8][C:9]1[CH:14]=[CH:13][CH:12]=[C:11]([CH2:15][NH:16][C:17](=[O:48])[CH2:18][C@H:19]2[O:25][C@H:24]([C:26]3[CH:31]=[CH:30][CH:29]=[C:28]([O:32][CH3:33])[C:27]=3[O:34][CH3:35])[C:23]3[CH:36]=[C:37]([Cl:40])[CH:38]=[CH:39][C:22]=3[N:21]([CH2:41][C:42]([CH3:46])([CH3:45])[CH2:43][OH:44])[C:20]2=[O:47])[CH:10]=1)C.O. (3) Given the product [CH3:1][C@:2]1([NH:8][C:9]2[CH:14]=[N:13][C:12]([C:15]([F:18])([F:16])[F:17])=[CH:11][N:10]=2)[CH2:6][CH2:5][CH2:4][C@@H:3]1[NH:7][C:31]([C:26]1[C:25]([C:20]2[N:19]=[CH:24][CH:23]=[CH:22][N:21]=2)=[CH:30][CH:29]=[CH:28][N:27]=1)=[O:32], predict the reactants needed to synthesize it. The reactants are: [CH3:1][C@:2]1([NH:8][C:9]2[CH:14]=[N:13][C:12]([C:15]([F:18])([F:17])[F:16])=[CH:11][N:10]=2)[CH2:6][CH2:5][CH2:4][C@@H:3]1[NH2:7].[N:19]1[CH:24]=[CH:23][CH:22]=[N:21][C:20]=1[C:25]1[C:26]([C:31](O)=[O:32])=[N:27][CH:28]=[CH:29][CH:30]=1.C(N(CC)CC)C.N1C2C(=NC=CC=2)N(O)N=1.C(Cl)CCl. (4) Given the product [F:18][C:19]([F:33])([F:34])[C:20]1[CH:21]=[C:22]([CH:26]=[C:27]([C:29]([F:32])([F:31])[F:30])[CH:28]=1)[CH2:23][N:24]([CH3:25])[C:8]([C:5]1[CH:6]=[N:7][C:2]([Cl:1])=[CH:3][C:4]=1[C:11]1[C:12]([CH3:17])=[N:13][CH:14]=[CH:15][CH:16]=1)=[O:10], predict the reactants needed to synthesize it. The reactants are: [Cl:1][C:2]1[N:7]=[CH:6][C:5]([C:8]([OH:10])=O)=[C:4]([C:11]2[C:12]([CH3:17])=[N:13][CH:14]=[CH:15][CH:16]=2)[CH:3]=1.[F:18][C:19]([F:34])([F:33])[C:20]1[CH:21]=[C:22]([CH:26]=[C:27]([C:29]([F:32])([F:31])[F:30])[CH:28]=1)[CH2:23][NH:24][CH3:25].C(N(CC)C(C)C)(C)C. (5) Given the product [Cl:1][C:2]1[CH:3]=[N:4][C:5]2[N:6]([N:8]=[C:9]([C:11]([N:16]3[CH2:17][CH2:18][C:19]4[CH:24]=[N:23][CH:22]=[CH:21][C:20]=4[N:15]3[CH3:14])=[O:13])[CH:10]=2)[CH:7]=1, predict the reactants needed to synthesize it. The reactants are: [Cl:1][C:2]1[CH:3]=[N:4][C:5]2[N:6]([N:8]=[C:9]([C:11]([OH:13])=O)[CH:10]=2)[CH:7]=1.[CH3:14][N:15]1[C:20]2[CH:21]=[CH:22][N:23]=[CH:24][C:19]=2[CH2:18][CH2:17][NH:16]1.